Dataset: Catalyst prediction with 721,799 reactions and 888 catalyst types from USPTO. Task: Predict which catalyst facilitates the given reaction. (1) Reactant: [CH3:1][C:2]1[C:6]([C:7]2[CH:8]=[C:9]([C:17]([C:19]3[CH:24]=[CH:23][C:22]([F:25])=[CH:21][CH:20]=3)=[CH2:18])[C:10]3[NH:14][C:13](=[O:15])[NH:12][C:11]=3[CH:16]=2)=[C:5]([CH3:26])[O:4][N:3]=1. Product: [CH3:1][C:2]1[C:6]([C:7]2[CH:8]=[C:9]([CH:17]([C:19]3[CH:20]=[CH:21][C:22]([F:25])=[CH:23][CH:24]=3)[CH3:18])[C:10]3[NH:14][C:13](=[O:15])[NH:12][C:11]=3[CH:16]=2)=[C:5]([CH3:26])[O:4][N:3]=1. The catalyst class is: 63. (2) Reactant: [N:1]1([C@@H:5]2[C@H:14]([CH2:15][C:16]3[CH:21]=[CH:20][CH:19]=[CH:18][CH:17]=3)[C:13]3[CH:12]=[C:11]([N:22]4[CH2:25][CH:24]([NH2:26])[CH2:23]4)[CH:10]=[CH:9][C:8]=3[CH2:7][CH2:6]2)[CH2:4][CH2:3][CH2:2]1.[CH3:27][N:28]1[CH:32]=[C:31]([S:33](Cl)(=[O:35])=[O:34])[N:30]=[CH:29]1. Product: [N:1]1([C@@H:5]2[C@H:14]([CH2:15][C:16]3[CH:21]=[CH:20][CH:19]=[CH:18][CH:17]=3)[C:13]3[CH:12]=[C:11]([N:22]4[CH2:25][CH:24]([NH:26][S:33]([C:31]5[N:30]=[CH:29][N:28]([CH3:27])[CH:32]=5)(=[O:35])=[O:34])[CH2:23]4)[CH:10]=[CH:9][C:8]=3[CH2:7][CH2:6]2)[CH2:4][CH2:3][CH2:2]1. The catalyst class is: 172.